This data is from Retrosynthesis with 50K atom-mapped reactions and 10 reaction types from USPTO. The task is: Predict the reactants needed to synthesize the given product. (1) Given the product CN(C)C(=O)Cn1cc(C(=O)Nc2ccc(-n3nc(-c4cccnc4)cc3C(F)(F)F)nc2)ccc1=O, predict the reactants needed to synthesize it. The reactants are: CNC.O=C(O)Cn1cc(C(=O)Nc2ccc(-n3nc(-c4cccnc4)cc3C(F)(F)F)nc2)ccc1=O. (2) Given the product CC(=O)CCCCC(=O)Nc1ccc(C[C@H](NC(C)=O)C(=O)NCC(=O)OCc2ccccc2)cc1, predict the reactants needed to synthesize it. The reactants are: CC(=O)CCCCC(=O)O.CC(=O)N[C@@H](Cc1ccc(N)cc1)C(=O)NCC(=O)OCc1ccccc1.